From a dataset of Full USPTO retrosynthesis dataset with 1.9M reactions from patents (1976-2016). Predict the reactants needed to synthesize the given product. (1) Given the product [Cl:1][C:2]1[CH:7]=[CH:6][C:5]([O:8][C:24]2[CH:25]=[C:26]([F:35])[CH:27]=[C:28]([S:30]([CH2:33][CH3:34])(=[O:32])=[O:31])[CH:29]=2)=[CH:4][C:3]=1[C:9]1[C:18]2[C:13](=[C:14]([C:19]([F:20])([F:22])[F:21])[CH:15]=[CH:16][CH:17]=2)[N:12]=[CH:11][N:10]=1, predict the reactants needed to synthesize it. The reactants are: [Cl:1][C:2]1[CH:7]=[CH:6][C:5]([OH:8])=[CH:4][C:3]=1[C:9]1[C:18]2[C:13](=[C:14]([C:19]([F:22])([F:21])[F:20])[CH:15]=[CH:16][CH:17]=2)[N:12]=[CH:11][N:10]=1.F[C:24]1[CH:29]=[C:28]([S:30]([CH2:33][CH3:34])(=[O:32])=[O:31])[CH:27]=[C:26]([F:35])[CH:25]=1. (2) The reactants are: [Cl:1][C:2]1[CH:7]=[CH:6][C:5]([C:8]2([C:14](=[O:16])[CH3:15])[CH2:13][CH2:12][NH:11][CH2:10][CH2:9]2)=[CH:4][CH:3]=1.C(N(CC)CC)C.[C:24](O[C:24]([O:26][C:27]([CH3:30])([CH3:29])[CH3:28])=[O:25])([O:26][C:27]([CH3:30])([CH3:29])[CH3:28])=[O:25]. Given the product [C:27]([O:26][C:24]([N:11]1[CH2:12][CH2:13][C:8]([C:14](=[O:16])[CH3:15])([C:5]2[CH:6]=[CH:7][C:2]([Cl:1])=[CH:3][CH:4]=2)[CH2:9][CH2:10]1)=[O:25])([CH3:30])([CH3:29])[CH3:28], predict the reactants needed to synthesize it. (3) Given the product [C:26]([C:6]1([NH:5][C:1](=[O:3])[CH3:2])[CH2:7][CH2:8][CH:9]([NH:12][S:13]([C:16]2[CH:21]=[CH:20][C:19]([O:22][CH2:23][CH3:24])=[C:18]([CH3:25])[CH:17]=2)(=[O:14])=[O:15])[CH2:10][CH2:11]1)#[N:27], predict the reactants needed to synthesize it. The reactants are: [C:1](Cl)(=[O:3])[CH3:2].[NH2:5][C:6]1([C:26]#[N:27])[CH2:11][CH2:10][CH:9]([NH:12][S:13]([C:16]2[CH:21]=[CH:20][C:19]([O:22][CH2:23][CH3:24])=[C:18]([CH3:25])[CH:17]=2)(=[O:15])=[O:14])[CH2:8][CH2:7]1.C(OCC)(=O)C. (4) Given the product [CH2:20]([O:19][C:10]1[N:9]=[C:8]2[C:13]([N:14]=[C:15]([O:16][CH3:17])[N:7]2[CH2:6][CH2:5][CH2:4][CH2:3][CH2:2][N:41]2[CH2:40][CH2:39][N:38]([C:34]3[CH:35]=[CH:36][CH:37]=[C:32]([CH2:31][C:29]([O:28][CH2:24][CH2:25][CH2:26][CH3:27])=[O:30])[CH:33]=3)[CH2:43][CH2:42]2)=[C:12]([NH2:18])[N:11]=1)[CH2:21][CH2:22][CH3:23], predict the reactants needed to synthesize it. The reactants are: Br[CH2:2][CH2:3][CH2:4][CH2:5][CH2:6][N:7]1[C:15]([O:16][CH3:17])=[N:14][C:13]2[C:8]1=[N:9][C:10]([O:19][CH2:20][CH2:21][CH2:22][CH3:23])=[N:11][C:12]=2[NH2:18].[CH2:24]([O:28][C:29]([CH2:31][C:32]1[CH:33]=[C:34]([N:38]2[CH2:43][CH2:42][NH:41][CH2:40][CH2:39]2)[CH:35]=[CH:36][CH:37]=1)=[O:30])[CH2:25][CH2:26][CH3:27]. (5) Given the product [C:35]1([NH:1][C:2]2[C:3]([CH3:33])=[C:4]([C:8]3[C:20]4[C:19]5[C:14](=[CH:15][C:16]([C:21]([N:23]6[CH2:28][CH2:27][N:26]([CH3:29])[CH2:25][CH2:24]6)=[O:22])=[CH:17][CH:18]=5)[NH:13][C:12]=4[C:11]([C:30]([NH2:32])=[O:31])=[CH:10][CH:9]=3)[CH:5]=[CH:6][CH:7]=2)[C:44]2[C:39](=[CH:40][CH:41]=[CH:42][CH:43]=2)[CH:38]=[CH:37][N:36]=1, predict the reactants needed to synthesize it. The reactants are: [NH2:1][C:2]1[C:3]([CH3:33])=[C:4]([C:8]2[C:20]3[C:19]4[C:14](=[CH:15][C:16]([C:21]([N:23]5[CH2:28][CH2:27][N:26]([CH3:29])[CH2:25][CH2:24]5)=[O:22])=[CH:17][CH:18]=4)[NH:13][C:12]=3[C:11]([C:30]([NH2:32])=[O:31])=[CH:10][CH:9]=2)[CH:5]=[CH:6][CH:7]=1.Cl[C:35]1[C:44]2[C:39](=[CH:40][CH:41]=[CH:42][CH:43]=2)[CH:38]=[CH:37][N:36]=1.Cl.